From a dataset of NCI-60 drug combinations with 297,098 pairs across 59 cell lines. Regression. Given two drug SMILES strings and cell line genomic features, predict the synergy score measuring deviation from expected non-interaction effect. (1) Synergy scores: CSS=38.6, Synergy_ZIP=-3.89, Synergy_Bliss=-3.95, Synergy_Loewe=-9.04, Synergy_HSA=-1.95. Drug 2: C1=NC2=C(N1)C(=S)N=C(N2)N. Drug 1: CC12CCC(CC1=CCC3C2CCC4(C3CC=C4C5=CN=CC=C5)C)O. Cell line: 786-0. (2) Drug 1: CN1C(=O)N2C=NC(=C2N=N1)C(=O)N. Drug 2: CC1C(C(CC(O1)OC2CC(OC(C2O)C)OC3=CC4=CC5=C(C(=O)C(C(C5)C(C(=O)C(C(C)O)O)OC)OC6CC(C(C(O6)C)O)OC7CC(C(C(O7)C)O)OC8CC(C(C(O8)C)O)(C)O)C(=C4C(=C3C)O)O)O)O. Cell line: CCRF-CEM. Synergy scores: CSS=63.0, Synergy_ZIP=0.603, Synergy_Bliss=-1.79, Synergy_Loewe=-47.2, Synergy_HSA=-2.99. (3) Drug 1: CC(CN1CC(=O)NC(=O)C1)N2CC(=O)NC(=O)C2. Drug 2: C(CC(=O)O)C(=O)CN.Cl. Cell line: UACC62. Synergy scores: CSS=18.5, Synergy_ZIP=-1.09, Synergy_Bliss=0.749, Synergy_Loewe=-1.36, Synergy_HSA=3.40. (4) Drug 1: CC1=C(C=C(C=C1)C(=O)NC2=CC(=CC(=C2)C(F)(F)F)N3C=C(N=C3)C)NC4=NC=CC(=N4)C5=CN=CC=C5. Drug 2: CCN(CC)CCNC(=O)C1=C(NC(=C1C)C=C2C3=C(C=CC(=C3)F)NC2=O)C. Cell line: NCI/ADR-RES. Synergy scores: CSS=-3.12, Synergy_ZIP=3.77, Synergy_Bliss=0.665, Synergy_Loewe=-5.02, Synergy_HSA=-4.75.